This data is from Reaction yield outcomes from USPTO patents with 853,638 reactions. The task is: Predict the reaction yield, written as a fraction of the theoretical maximum amount of product (1.0 means a 100% yield; for example, 0.34 means a 34% yield). (1) The reactants are Br[C:2]1[CH:7]=[C:6]([C:8]([F:11])([F:10])[F:9])[CH:5]=[CH:4][C:3]=1[S:12]([NH:15][C:16]([CH3:19])([CH3:18])[CH3:17])(=[O:14])=[O:13].C([O-])(=O)C.[K+].[B:25]1([B:25]2[O:29][C:28]([CH3:31])([CH3:30])[C:27]([CH3:33])([CH3:32])[O:26]2)[O:29][C:28]([CH3:31])([CH3:30])[C:27]([CH3:33])([CH3:32])[O:26]1. The catalyst is CN(C=O)C.C1C=CC(P(C2C=CC=CC=2)[C-]2C=CC=C2)=CC=1.C1C=CC(P(C2C=CC=CC=2)[C-]2C=CC=C2)=CC=1.Cl[Pd]Cl.[Fe+2]. The product is [C:16]([NH:15][S:12]([C:3]1[CH:4]=[CH:5][C:6]([C:8]([F:11])([F:10])[F:9])=[CH:7][C:2]=1[B:25]1[O:29][C:28]([CH3:31])([CH3:30])[C:27]([CH3:33])([CH3:32])[O:26]1)(=[O:14])=[O:13])([CH3:19])([CH3:18])[CH3:17]. The yield is 0.680. (2) The catalyst is CO.O. The yield is 0.0560. The product is [F:1][C:2]1[CH:3]=[CH:4][C:5]([CH2:6][N:7]2[C:11]3=[CH:12][N:13]=[C:14]([C:17]([NH:27][O:26][CH3:25])=[O:19])[C:15]([OH:16])=[C:10]3[CH:9]=[CH:8]2)=[CH:21][CH:22]=1. The reactants are [F:1][C:2]1[CH:22]=[CH:21][C:5]([CH2:6][N:7]2[C:11]3=[CH:12][N:13]=[C:14]([C:17]([O:19]C)=O)[C:15]([OH:16])=[C:10]3[CH:9]=[CH:8]2)=[CH:4][CH:3]=1.[OH-].[Na+].[CH3:25][O:26][NH2:27].C(O)(=O)C. (3) The product is [Cl:18][C:19]1[S:23][C:22]([S:24]([NH:27][C:28]([CH:30]2[CH2:35][CH2:34][N:33]([C:2]3[C:12]([C:13]#[N:14])=[CH:11][C:5]([C:6]([O:8][CH2:9][CH3:10])=[O:7])=[C:4]([CH2:15][CH3:16])[N:3]=3)[CH2:32][CH2:31]2)=[O:29])(=[O:25])=[O:26])=[CH:21][CH:20]=1. The yield is 0.250. The catalyst is CC(N(C)C)=O. The reactants are Cl[C:2]1[C:12]([C:13]#[N:14])=[CH:11][C:5]([C:6]([O:8][CH2:9][CH3:10])=[O:7])=[C:4]([CH2:15][CH3:16])[N:3]=1.Cl.[Cl:18][C:19]1[S:23][C:22]([S:24]([NH:27][C:28]([CH:30]2[CH2:35][CH2:34][NH:33][CH2:32][CH2:31]2)=[O:29])(=[O:26])=[O:25])=[CH:21][CH:20]=1.CCN(C(C)C)C(C)C. (4) The reactants are C(OC(=O)[NH:7][CH2:8][CH2:9][CH2:10][NH:11][C:12]([C:14]1[C:18]([CH3:19])=[C:17](/[CH:20]=[C:21]2\[C:22](=[O:31])[NH:23][C:24]3[C:29]\2=[CH:28][C:27]([F:30])=[CH:26][CH:25]=3)[NH:16][C:15]=1[CH3:32])=[O:13])(C)(C)C.Cl. The catalyst is CO.O1CCOCC1. The product is [NH2:7][CH2:8][CH2:9][CH2:10][NH:11][C:12]([C:14]1[C:18]([CH3:19])=[C:17](/[CH:20]=[C:21]2\[C:22](=[O:31])[NH:23][C:24]3[C:29]\2=[CH:28][C:27]([F:30])=[CH:26][CH:25]=3)[NH:16][C:15]=1[CH3:32])=[O:13]. The yield is 0.910. (5) The reactants are [CH:1]([C@H:14]1[O:19][CH2:18][C@@H:17]([NH:20][CH2:21][C:22]2[CH:27]=[CH:26][C:25]([N+:28]([O-])=O)=[CH:24][CH:23]=2)[CH2:16][CH2:15]1)([C:8]1[CH:13]=[CH:12][CH:11]=[CH:10][CH:9]=1)[C:2]1[CH:7]=[CH:6][CH:5]=[CH:4][CH:3]=1.Cl[Sn]Cl.CCOC(C)=O.CCN(CC)CC. The catalyst is CCO.CCOC(C)=O. The product is [CH:1]([C@H:14]1[O:19][CH2:18][C@@H:17]([NH:20][CH2:21][C:22]2[CH:23]=[CH:24][C:25]([NH2:28])=[CH:26][CH:27]=2)[CH2:16][CH2:15]1)([C:2]1[CH:3]=[CH:4][CH:5]=[CH:6][CH:7]=1)[C:8]1[CH:9]=[CH:10][CH:11]=[CH:12][CH:13]=1. The yield is 0.600.